From a dataset of Reaction yield outcomes from USPTO patents with 853,638 reactions. Predict the reaction yield, written as a fraction of the theoretical maximum amount of product (1.0 means a 100% yield; for example, 0.34 means a 34% yield). (1) The reactants are [CH:1]([N:4]1[CH2:9][CH2:8][N:7]([C:10]2[CH:15]=[CH:14][C:13]([N+:16]([O-])=O)=[CH:12][CH:11]=2)[CH2:6][CH2:5]1)([CH3:3])[CH3:2].O.O.[Sn](Cl)Cl.Cl. The catalyst is CO. The product is [CH:1]([N:4]1[CH2:9][CH2:8][N:7]([C:10]2[CH:11]=[CH:12][C:13]([NH2:16])=[CH:14][CH:15]=2)[CH2:6][CH2:5]1)([CH3:3])[CH3:2]. The yield is 0.880. (2) The reactants are C1(C(=[N:14][C:15]2[CH:16]=[C:17]([CH:27]=[C:28]([CH3:30])[CH:29]=2)[CH2:18][NH:19][C:20](=[O:26])[O:21][C:22]([CH3:25])([CH3:24])[CH3:23])C2C=CC=CC=2)C=CC=CC=1.NO.Cl.CC([O-])=O.[Na+]. The catalyst is CO. The product is [NH2:14][C:15]1[CH:16]=[C:17]([CH:27]=[C:28]([CH3:30])[CH:29]=1)[CH2:18][NH:19][C:20](=[O:26])[O:21][C:22]([CH3:25])([CH3:24])[CH3:23]. The yield is 0.700. (3) The reactants are [Cl:1][C:2]1[CH:3]=[N:4][CH:5]=[C:6]([Cl:19])[C:7]=1[C:8]1[C:12]([C:13](O)=[O:14])=[C:11]([CH:16]([CH3:18])[CH3:17])[O:10][N:9]=1.C(N(CC)CC)C.C(OC(Cl)=O)(C)C.C1(C)C=CC=CC=1.[BH4-].[Na+]. The catalyst is C1COCC1.O. The product is [Cl:1][C:2]1[CH:3]=[N:4][CH:5]=[C:6]([Cl:19])[C:7]=1[C:8]1[C:12]([CH2:13][OH:14])=[C:11]([CH:16]([CH3:17])[CH3:18])[O:10][N:9]=1. The yield is 0.570. (4) The reactants are [OH:1][CH2:2][C@H:3]1[C@@H:7]([OH:8])[CH:6]=[CH:5][CH2:4]1.[C:9]([Si:13](Cl)([C:20]1[CH:25]=[CH:24][CH:23]=[CH:22][CH:21]=1)[C:14]1[CH:19]=[CH:18][CH:17]=[CH:16][CH:15]=1)([CH3:12])([CH3:11])[CH3:10]. The catalyst is C(Cl)Cl.CN(C1C=CN=CC=1)C. The product is [Si:13]([O:1][CH2:2][C@H:3]1[C@@H:7]([OH:8])[CH:6]=[CH:5][CH2:4]1)([C:9]([CH3:12])([CH3:11])[CH3:10])([C:20]1[CH:21]=[CH:22][CH:23]=[CH:24][CH:25]=1)[C:14]1[CH:19]=[CH:18][CH:17]=[CH:16][CH:15]=1. The yield is 0.860. (5) The reactants are [OH:1][C:2]1[CH:3]=[C:4]([CH:19]=[CH:20][CH:21]=1)[CH2:5][NH:6][C:7]([C:9]1[CH:10]=[C:11]2[C:16](=[CH:17][CH:18]=1)[N:15]=[CH:14][CH:13]=[CH:12]2)=[O:8].ClCCl.C(N(CC)CC)C.[N+:32]([C:35]1[CH:40]=[CH:39][C:38](B(O)O)=[CH:37][CH:36]=1)([O-:34])=[O:33]. The catalyst is C(#N)C.O.FC(F)(F)C(O)=O.C([O-])(=O)C.[Cu+2].C([O-])(=O)C. The product is [N+:32]([C:35]1[CH:40]=[CH:39][C:38]([O:1][C:2]2[CH:3]=[C:4]([CH:19]=[CH:20][CH:21]=2)[CH2:5][NH:6][C:7]([C:9]2[CH:10]=[C:11]3[C:16](=[CH:17][CH:18]=2)[N:15]=[CH:14][CH:13]=[CH:12]3)=[O:8])=[CH:37][CH:36]=1)([O-:34])=[O:33]. The yield is 0.200. (6) The reactants are [F:1][C:2]1[CH:30]=[CH:29][C:5]([C:6]([NH:8][C:9]2[C:10]([CH3:28])=[C:11]([CH3:27])[C:12]3[O:16][C:15]([CH3:18])([CH3:17])[CH:14]([C:19]4[CH:24]=[CH:23][CH:22]=[CH:21][CH:20]=4)[C:13]=3[C:25]=2[CH3:26])=O)=[CH:4][CH:3]=1. The catalyst is CO. The product is [F:1][C:2]1[CH:3]=[CH:4][C:5]([CH2:6][NH:8][C:9]2[C:10]([CH3:28])=[C:11]([CH3:27])[C:12]3[O:16][C:15]([CH3:18])([CH3:17])[CH:14]([C:19]4[CH:24]=[CH:23][CH:22]=[CH:21][CH:20]=4)[C:13]=3[C:25]=2[CH3:26])=[CH:29][CH:30]=1. The yield is 0.600. (7) The reactants are C(OC([NH:8][C@@H:9]([CH2:17][C:18]1[CH:23]=[CH:22][C:21]([O:24][CH2:25][C:26]#[CH:27])=[CH:20][CH:19]=1)[C:10]([O:12][C:13]([CH3:16])([CH3:15])[CH3:14])=[O:11])=O)(C)(C)C.Cl.C(OCC)C. The catalyst is CCOC(C)=O. The product is [NH2:8][C@@H:9]([CH2:17][C:18]1[CH:19]=[CH:20][C:21]([O:24][CH2:25][C:26]#[CH:27])=[CH:22][CH:23]=1)[C:10]([O:12][C:13]([CH3:14])([CH3:15])[CH3:16])=[O:11]. The yield is 0.750. (8) The reactants are C(=O)([O-])O.[Na+].[N:6]1[CH:11]=[CH:10][CH:9]=[C:8]([NH:12][C:13](=[O:38])[C:14]2[CH:19]=[CH:18][C:17]([CH2:20][C:21]3[C:22](=[O:33])[C:23]([O:31][CH3:32])=[C:24]([O:29][CH3:30])[C:25](=[O:28])[C:26]=3[CH3:27])=[CH:16][C:15]=2[O:34]C(=O)C)[CH:7]=1. The catalyst is CO. The product is [N:6]1[CH:11]=[CH:10][CH:9]=[C:8]([NH:12][C:13](=[O:38])[C:14]2[CH:19]=[CH:18][C:17]([CH2:20][C:21]3[C:22](=[O:33])[C:23]([O:31][CH3:32])=[C:24]([O:29][CH3:30])[C:25](=[O:28])[C:26]=3[CH3:27])=[CH:16][C:15]=2[OH:34])[CH:7]=1. The yield is 0.560. (9) The reactants are [CH2:1]([O:3][C:4]1[CH:9]=[C:8]([F:10])[CH:7]=[CH:6][C:5]=1[C:11]1[S:19][C:18]2[C:17]([NH:20][NH2:21])=[N:16][CH:15]=[N:14][C:13]=2[C:12]=1[CH3:22])[CH3:2].[CH2:23]([N:25]([CH2:41][CH3:42])[CH2:26][CH2:27][O:28][C:29]1[C:36]([O:37][CH3:38])=[CH:35][C:32]([CH:33]=O)=[CH:31][C:30]=1[O:39][CH3:40])[CH3:24]. The catalyst is C(O)C. The product is [CH2:1]([O:3][C:4]1[CH:9]=[C:8]([F:10])[CH:7]=[CH:6][C:5]=1[C:11]1[S:19][C:18]2[C:17]([NH:20][N:21]=[CH:33][C:32]3[CH:31]=[C:30]([O:39][CH3:40])[C:29]([O:28][CH2:27][CH2:26][N:25]([CH2:23][CH3:24])[CH2:41][CH3:42])=[C:36]([O:37][CH3:38])[CH:35]=3)=[N:16][CH:15]=[N:14][C:13]=2[C:12]=1[CH3:22])[CH3:2]. The yield is 0.350. (10) The reactants are C(=O)([O-])O.[Na+:5].[C:6]([C:8]1[CH:13]=[CH:12][C:11]([S:14](Cl)(=[O:16])=[O:15])=[CH:10][CH:9]=1)#[N:7]. The catalyst is S([O-])([O-])=O.[Na+].[Na+]. The product is [C:6]([C:8]1[CH:9]=[CH:10][C:11]([S:14]([O-:16])=[O:15])=[CH:12][CH:13]=1)#[N:7].[Na+:5]. The yield is 0.990.